From a dataset of Peptide-MHC class II binding affinity with 134,281 pairs from IEDB. Regression. Given a peptide amino acid sequence and an MHC pseudo amino acid sequence, predict their binding affinity value. This is MHC class II binding data. (1) The peptide sequence is FRNVLSIAPIMFSNKM. The MHC is DRB5_0101 with pseudo-sequence DRB5_0101. The binding affinity (normalized) is 0.677. (2) The peptide sequence is AVPWYAVAFNAIVAA. The MHC is HLA-DQA10501-DQB10301 with pseudo-sequence HLA-DQA10501-DQB10301. The binding affinity (normalized) is 0.582. (3) The peptide sequence is MGMFNMLSTVLGVSI. The MHC is DRB3_0101 with pseudo-sequence DRB3_0101. The binding affinity (normalized) is 0.481. (4) The peptide sequence is PELQIVDKIDAAFKI. The MHC is DRB1_0101 with pseudo-sequence DRB1_0101. The binding affinity (normalized) is 0.494.